Task: Regression. Given two drug SMILES strings and cell line genomic features, predict the synergy score measuring deviation from expected non-interaction effect.. Dataset: NCI-60 drug combinations with 297,098 pairs across 59 cell lines (1) Drug 1: CC(C)NC(=O)C1=CC=C(C=C1)CNNC.Cl. Drug 2: CC1=C(C(=O)C2=C(C1=O)N3CC4C(C3(C2COC(=O)N)OC)N4)N. Cell line: RXF 393. Synergy scores: CSS=1.43, Synergy_ZIP=-1.42, Synergy_Bliss=-0.262, Synergy_Loewe=-9.68, Synergy_HSA=-3.27. (2) Drug 1: CC1=C(C(CCC1)(C)C)C=CC(=CC=CC(=CC(=O)O)C)C. Drug 2: CN1C(=O)N2C=NC(=C2N=N1)C(=O)N. Cell line: EKVX. Synergy scores: CSS=0.0375, Synergy_ZIP=-1.17, Synergy_Bliss=0.735, Synergy_Loewe=-3.29, Synergy_HSA=-0.676.